From a dataset of Peptide-MHC class I binding affinity with 185,985 pairs from IEDB/IMGT. Regression. Given a peptide amino acid sequence and an MHC pseudo amino acid sequence, predict their binding affinity value. This is MHC class I binding data. (1) The peptide sequence is AAKKKGASL. The MHC is HLA-A11:01 with pseudo-sequence HLA-A11:01. The binding affinity (normalized) is 0.0847. (2) The peptide sequence is SLIDLQELGK. The MHC is HLA-A68:01 with pseudo-sequence HLA-A68:01. The binding affinity (normalized) is 0.580.